This data is from NCI-60 drug combinations with 297,098 pairs across 59 cell lines. The task is: Regression. Given two drug SMILES strings and cell line genomic features, predict the synergy score measuring deviation from expected non-interaction effect. (1) Drug 1: CC12CCC3C(C1CCC2=O)CC(=C)C4=CC(=O)C=CC34C. Drug 2: C1=NC2=C(N=C(N=C2N1C3C(C(C(O3)CO)O)O)F)N. Cell line: U251. Synergy scores: CSS=53.0, Synergy_ZIP=0.214, Synergy_Bliss=0.573, Synergy_Loewe=-0.00325, Synergy_HSA=0.681. (2) Drug 1: CNC(=O)C1=CC=CC=C1SC2=CC3=C(C=C2)C(=NN3)C=CC4=CC=CC=N4. Drug 2: CS(=O)(=O)CCNCC1=CC=C(O1)C2=CC3=C(C=C2)N=CN=C3NC4=CC(=C(C=C4)OCC5=CC(=CC=C5)F)Cl. Cell line: LOX IMVI. Synergy scores: CSS=-0.898, Synergy_ZIP=-1.31, Synergy_Bliss=-2.74, Synergy_Loewe=-1.36, Synergy_HSA=-1.78.